This data is from Full USPTO retrosynthesis dataset with 1.9M reactions from patents (1976-2016). The task is: Predict the reactants needed to synthesize the given product. (1) Given the product [C:11]([O:15][C:16]([N:18]1[CH2:23][CH2:22][CH2:21][CH2:20][CH:19]1[CH:24]=[O:25])=[O:17])([CH3:14])([CH3:13])[CH3:12], predict the reactants needed to synthesize it. The reactants are: CS(C)=O.C(Cl)(=O)C(Cl)=O.[C:11]([O:15][C:16]([N:18]1[CH2:23][CH2:22][CH2:21][CH2:20][CH:19]1[CH2:24][OH:25])=[O:17])([CH3:14])([CH3:13])[CH3:12].CCN(CC)CC. (2) Given the product [CH2:2]([O:9][C:10](=[O:37])[NH:11][CH2:12][CH2:13][CH2:14][CH2:15][C@H:16]([NH:28][C:29]([C@H:31]1[CH2:36][CH2:35][CH2:34][N:33]([C:38](=[O:40])[CH3:39])[CH2:32]1)=[O:30])[C:17]([C:19]1[S:20][C:21]2[CH:27]=[CH:26][CH:25]=[CH:24][C:22]=2[N:23]=1)=[O:18])[C:3]1[CH:4]=[CH:5][CH:6]=[CH:7][CH:8]=1, predict the reactants needed to synthesize it. The reactants are: Cl.[CH2:2]([O:9][C:10](=[O:37])[NH:11][CH2:12][CH2:13][CH2:14][CH2:15][C@H:16]([NH:28][C:29]([C@H:31]1[CH2:36][CH2:35][CH2:34][NH:33][CH2:32]1)=[O:30])[C:17]([C:19]1[S:20][C:21]2[CH:27]=[CH:26][CH:25]=[CH:24][C:22]=2[N:23]=1)=[O:18])[C:3]1[CH:8]=[CH:7][CH:6]=[CH:5][CH:4]=1.[C:38](Cl)(=[O:40])[CH3:39].CC(=O)OCC.